From a dataset of Forward reaction prediction with 1.9M reactions from USPTO patents (1976-2016). Predict the product of the given reaction. (1) Given the reactants [CH3:1][CH:2]([C:8]([CH3:10])=O)[C:3](OCC)=[O:4].[CH3:11][NH:12][NH2:13].CN1C(O)=C(C)C(C)=N1, predict the reaction product. The product is: [CH3:11][N:12]1[C:8]([CH3:10])=[C:2]([CH3:1])[C:3]([OH:4])=[N:13]1. (2) Given the reactants [NH2:1][C@@H:2]([CH2:8][C:9]1[CH:14]=[CH:13][CH:12]=[CH:11][CH:10]=1)[C@H:3]([OH:7])[C:4]([OH:6])=[O:5].CCN(CC)CC.Cl[C:23]([C:25]1[C:26]([CH3:35])=[C:27]([O:31][C:32](=[O:34])[CH3:33])[CH:28]=[CH:29][CH:30]=1)=[O:24].Cl.[Na+].[Cl-], predict the reaction product. The product is: [C:32]([O:31][C:27]1[C:26]([CH3:35])=[C:25]([CH:30]=[CH:29][CH:28]=1)[C:23]([NH:1][C@@H:2]([CH2:8][C:9]1[CH:14]=[CH:13][CH:12]=[CH:11][CH:10]=1)[C@H:3]([OH:7])[C:4]([OH:6])=[O:5])=[O:24])(=[O:34])[CH3:33]. (3) Given the reactants [CH3:1][C:2]1[CH:3]=[C:4]([OH:16])[C:5]([C:9]2[CH:14]=[CH:13][C:12]([CH3:15])=[CH:11][N:10]=2)=[N:6][C:7]=1[CH3:8].[CH2:17]([O:24][C:25]1[CH:34]=[C:33]2[C:28]([C:29](Cl)=[CH:30][CH:31]=[N:32]2)=[CH:27][C:26]=1[O:36][CH3:37])[C:18]1[CH:23]=[CH:22][CH:21]=[CH:20][CH:19]=1.C(=O)([O-])[O-].[Cs+].[Cs+].O, predict the reaction product. The product is: [CH2:17]([O:24][C:25]1[CH:34]=[C:33]2[C:28]([C:29]([O:16][C:4]3[C:5]([C:9]4[CH:14]=[CH:13][C:12]([CH3:15])=[CH:11][N:10]=4)=[N:6][C:7]([CH3:8])=[C:2]([CH3:1])[CH:3]=3)=[CH:30][CH:31]=[N:32]2)=[CH:27][C:26]=1[O:36][CH3:37])[C:18]1[CH:19]=[CH:20][CH:21]=[CH:22][CH:23]=1. (4) Given the reactants [CH:1]1([C:4]2[C:5]([O:15][C@@H:16]3[CH2:21][CH2:20][CH2:19][NH:18][CH2:17]3)=[CH:6][C:7]([F:14])=[C:8]([CH:13]=2)[C:9]([O:11][CH3:12])=[O:10])[CH2:3][CH2:2]1.FC(F)(F)S(O[CH2:28][C:29]1([C:33]([F:36])([F:35])[F:34])[CH2:32][CH2:31][CH2:30]1)(=O)=O.FF.C(=O)([O-])[O-].[K+].[K+], predict the reaction product. The product is: [CH:1]1([C:4]2[C:5]([O:15][C@@H:16]3[CH2:21][CH2:20][CH2:19][N:18]([CH2:28][C:29]4([C:33]([F:36])([F:35])[F:34])[CH2:32][CH2:31][CH2:30]4)[CH2:17]3)=[CH:6][C:7]([F:14])=[C:8]([CH:13]=2)[C:9]([O:11][CH3:12])=[O:10])[CH2:2][CH2:3]1. (5) Given the reactants C([O:8][C:9](=[O:28])[CH2:10][S:11](=[O:27])(=[O:26])[NH:12][C:13]1[CH:18]=[CH:17][C:16]([N:19]2[CH2:24][CH2:23][C:22](=O)[CH2:21][CH2:20]2)=[CH:15][CH:14]=1)C1C=CC=CC=1.[NH2:29][CH2:30][C@@H:31]([C:33]1[CH:34]=[CH:35][C:36]([OH:44])=[C:37]([NH:39][S:40]([CH3:43])(=[O:42])=[O:41])[CH:38]=1)[OH:32], predict the reaction product. The product is: [OH:32][C@H:31]([C:33]1[CH:34]=[CH:35][C:36]([OH:44])=[C:37]([NH:39][S:40]([CH3:43])(=[O:42])=[O:41])[CH:38]=1)[CH2:30][NH:29][CH:22]1[CH2:21][CH2:20][N:19]([C:16]2[CH:15]=[CH:14][C:13]([NH:12][S:11]([CH2:10][C:9]([OH:8])=[O:28])(=[O:26])=[O:27])=[CH:18][CH:17]=2)[CH2:24][CH2:23]1. (6) The product is: [C:14]1([S:19]([NH2:22])(=[O:21])=[O:20])[C:13]([S:10]([NH2:9])(=[O:12])=[O:11])=[CH:18][CH:17]=[CH:16][CH:15]=1. Given the reactants B(Br)(Br)Br.C([NH:9][S:10]([C:13]1[C:14]([S:19]([NH:22]C(C)(C)C)(=[O:21])=[O:20])=[CH:15][CH:16]=[CH:17][CH:18]=1)(=[O:12])=[O:11])(C)(C)C, predict the reaction product. (7) Given the reactants [F:1][C:2]1[CH:3]=[C:4]([CH:11]([CH3:15])[C:12]([OH:14])=[O:13])[CH:5]=[CH:6][C:7]=1[N+:8]([O-:10])=[O:9].S(Cl)(Cl)=O.[CH3:20]O, predict the reaction product. The product is: [F:1][C:2]1[CH:3]=[C:4]([CH:11]([CH3:15])[C:12]([O:14][CH3:20])=[O:13])[CH:5]=[CH:6][C:7]=1[N+:8]([O-:10])=[O:9].